Dataset: Forward reaction prediction with 1.9M reactions from USPTO patents (1976-2016). Task: Predict the product of the given reaction. (1) Given the reactants [CH:1]1([C:4]2[N:8]=[C:7]([C:9]3[C:17]4[CH2:16][C:15]([CH3:19])([CH3:18])[O:14][CH2:13][C:12]=4[S:11][C:10]=3[NH2:20])[O:6][N:5]=2)[CH2:3][CH2:2]1.[C:21]12[C:29](=[O:30])[O:28][C:26](=[O:27])[C:22]=1[CH2:23][CH2:24][CH2:25]2, predict the reaction product. The product is: [CH:1]1([C:4]2[N:8]=[C:7]([C:9]3[C:17]4[CH2:16][C:15]([CH3:18])([CH3:19])[O:14][CH2:13][C:12]=4[S:11][C:10]=3[NH:20][C:29]([C:21]3[CH2:25][CH2:24][CH2:23][C:22]=3[C:26]([OH:28])=[O:27])=[O:30])[O:6][N:5]=2)[CH2:3][CH2:2]1. (2) The product is: [C:18]([O:21][C@@H:22]1[C@H:26]([CH2:27][CH2:28][CH2:29][CH2:30][CH2:31][CH2:32][C:33]([O:35][CH3:36])=[O:34])[C@@H:25](/[CH:37]=[CH:3]/[C:2](=[O:1])[CH2:10][CH2:11][CH2:12][CH2:13][CH3:14])[C@H:24]([O:39][CH:40]2[CH2:45][CH2:44][CH2:43][CH2:42][O:41]2)[CH2:23]1)(=[O:20])[CH3:19]. Given the reactants [O:1]=[C:2]([CH2:10][CH2:11][CH2:12][CH2:13][CH3:14])[CH2:3]P(=O)(OC)OC.O.[OH-].[Li+].[C:18]([O:21][C@@H:22]1[C@H:26]([CH2:27][CH2:28][CH2:29][CH2:30][CH2:31][CH2:32][C:33]([O:35][CH3:36])=[O:34])[C@@H:25]([CH:37]=O)[C@H:24]([O:39][CH:40]2[CH2:45][CH2:44][CH2:43][CH2:42][O:41]2)[CH2:23]1)(=[O:20])[CH3:19], predict the reaction product. (3) Given the reactants [Br:1][C:2]1[N:3]=[C:4]2[C:10]([CH:11]=[O:12])=[CH:9][N:8]([CH2:13][O:14][CH2:15][CH2:16][Si:17]([CH3:20])([CH3:19])[CH3:18])[C:5]2=[N:6][CH:7]=1.S(=O)(=O)([OH:23])N.[O-]Cl=O.[Na+].OP([O-])(O)=O.[K+], predict the reaction product. The product is: [Br:1][C:2]1[N:3]=[C:4]2[C:10]([C:11]([OH:23])=[O:12])=[CH:9][N:8]([CH2:13][O:14][CH2:15][CH2:16][Si:17]([CH3:20])([CH3:19])[CH3:18])[C:5]2=[N:6][CH:7]=1. (4) Given the reactants [Cl:1][C:2]1[CH:7]=[CH:6][N:5]=[C:4]2[NH:8][C:9]([C:11]3[CH:16]=[CH:15][C:14]([CH2:17][N:18]4[CH2:23][CH2:22][O:21][CH2:20][CH2:19]4)=[CH:13][CH:12]=3)=[N:10][C:3]=12.[OH:24][CH2:25][C:26]1[CH:31]=[CH:30][C:29](B(O)O)=[CH:28][CH:27]=1.C(=O)([O-])[O-].[Na+].[Na+], predict the reaction product. The product is: [ClH:1].[N:18]1([CH2:17][C:14]2[CH:15]=[CH:16][C:11]([C:9]3[NH:8][C:4]4=[N:5][CH:6]=[CH:7][C:2]([C:29]5[CH:30]=[CH:31][C:26]([CH2:25][OH:24])=[CH:27][CH:28]=5)=[C:3]4[N:10]=3)=[CH:12][CH:13]=2)[CH2:23][CH2:22][O:21][CH2:20][CH2:19]1. (5) Given the reactants C([N:5]1[C:20](=[O:21])[C:9]2[CH:10]=[N:11][C:12]3[C:13]([O:18][CH3:19])=[CH:14][CH:15]=[CH:16][C:17]=3[C:8]=2[N:7]([CH:22]2[CH2:26][CH2:25][CH2:24][CH2:23]2)[C:6]1=[O:27])(C)(C)C.FC(F)(F)C(O)=O, predict the reaction product. The product is: [CH:22]1([N:7]2[C:8]3[C:17]4[CH:16]=[CH:15][CH:14]=[C:13]([O:18][CH3:19])[C:12]=4[N:11]=[CH:10][C:9]=3[C:20](=[O:21])[NH:5][C:6]2=[O:27])[CH2:23][CH2:24][CH2:25][CH2:26]1. (6) The product is: [F:38][C:39]1[CH:44]=[C:43]([CH2:45][O:37][C:35]2[CH:34]=[CH:33][CH:32]=[C:31]3[C:36]=2[N:27]([CH2:26][CH2:25][C:19]2[CH:24]=[CH:23][CH:22]=[CH:21][CH:20]=2)[CH2:28][CH2:29][CH2:30]3)[CH:42]=[CH:41][C:40]=1[CH2:47][CH2:48][C:49]([O:51][CH2:52][CH3:53])=[O:50]. Given the reactants N(C(N1CCCCC1)=O)=NC(N1CCCCC1)=O.[C:19]1([CH2:25][CH2:26][N:27]2[C:36]3[C:31](=[CH:32][CH:33]=[CH:34][C:35]=3[OH:37])[CH2:30][CH2:29][CH2:28]2)[CH:24]=[CH:23][CH:22]=[CH:21][CH:20]=1.[F:38][C:39]1[CH:44]=[C:43]([CH2:45]O)[CH:42]=[CH:41][C:40]=1[CH2:47][CH2:48][C:49]([O:51][CH2:52][CH3:53])=[O:50].C(P(CCCC)CCCC)CCC, predict the reaction product. (7) Given the reactants [Cl:1][C:2]1[N:7]=[CH:6][C:5]([CH:8]([CH3:11])[CH2:9]O)=[C:4]([C:12]2[NH:13][C:14]3[C:19]([CH:20]=2)=[C:18]([F:21])[CH:17]=[CH:16][CH:15]=3)[CH:3]=1.CCOC(/N=N/C(OCC)=O)=O.C1C=CC(P(C2C=CC=CC=2)C2C=CC=CC=2)=CC=1, predict the reaction product. The product is: [Cl:1][C:2]1[N:7]=[CH:6][C:5]2[CH:8]([CH3:11])[CH2:9][N:13]3[C:14]4[CH:15]=[CH:16][CH:17]=[C:18]([F:21])[C:19]=4[CH:20]=[C:12]3[C:4]=2[CH:3]=1.